This data is from Forward reaction prediction with 1.9M reactions from USPTO patents (1976-2016). The task is: Predict the product of the given reaction. (1) Given the reactants [F:1][C:2]([F:27])([F:26])[S:3]([N:6]1[CH2:11][CH2:10][CH:9]([CH2:12][N:13]2[CH2:23][C:22]3[N:24]4[C:15](=[CH:16][N:17]=[C:18]4[CH:19]=[CH:20][CH:21]=3)[C:14]2=[O:25])[CH2:8][CH2:7]1)(=[O:5])=[O:4].[ClH:28], predict the reaction product. The product is: [ClH:28].[F:27][C:2]([F:1])([F:26])[S:3]([N:6]1[CH2:11][CH2:10][CH:9]([CH2:12][N:13]2[CH2:23][C:22]3[N:24]4[C:15](=[CH:16][N:17]=[C:18]4[CH:19]=[CH:20][CH:21]=3)[C:14]2=[O:25])[CH2:8][CH2:7]1)(=[O:4])=[O:5]. (2) Given the reactants [NH2:1][C:2]1[C:7]([N+:8]([O-:10])=[O:9])=[CH:6][CH:5]=[C:4](Cl)[N:3]=1.[NH2:12][CH:13]([CH3:23])[CH2:14][NH:15][C:16](=[O:22])[O:17][C:18]([CH3:21])([CH3:20])[CH3:19].C(=O)(O)[O-].[K+], predict the reaction product. The product is: [NH2:1][C:2]1[N:3]=[C:4]([NH:12][CH:13]([CH3:23])[CH2:14][NH:15][C:16](=[O:22])[O:17][C:18]([CH3:20])([CH3:19])[CH3:21])[CH:5]=[CH:6][C:7]=1[N+:8]([O-:10])=[O:9]. (3) Given the reactants O[CH:2]([C:12]1[CH:17]=[CH:16][CH:15]=[CH:14][CH:13]=1)[CH2:3][C:4]1[C:9]([C:10]#[N:11])=[CH:8][N:7]=[CH:6][CH:5]=1.[OH-:18].[K+], predict the reaction product. The product is: [CH:3]([C:4]1[C:9]([C:10]([NH2:11])=[O:18])=[CH:8][N:7]=[CH:6][CH:5]=1)=[CH:2][C:12]1[CH:17]=[CH:16][CH:15]=[CH:14][CH:13]=1. (4) Given the reactants [CH2:1]([N:8]1[CH2:13][CH2:12][CH:11]([C:14]([C:16]2[CH:24]=[CH:23][C:22]([O:25][CH3:26])=[CH:21][C:17]=2[C:18](O)=[O:19])=O)[CH2:10][CH2:9]1)[C:2]1[CH:7]=[CH:6][CH:5]=[CH:4][CH:3]=1.O.[NH2:28][NH2:29], predict the reaction product. The product is: [CH2:1]([N:8]1[CH2:13][CH2:12][CH:11]([C:14]2[C:16]3[C:17](=[CH:21][C:22]([O:25][CH3:26])=[CH:23][CH:24]=3)[C:18](=[O:19])[NH:29][N:28]=2)[CH2:10][CH2:9]1)[C:2]1[CH:7]=[CH:6][CH:5]=[CH:4][CH:3]=1. (5) Given the reactants [N:1]([CH2:4][CH2:5][C:6]1[O:7][C:8]2[C:14]([Cl:15])=[CH:13][C:12]([Br:16])=[CH:11][C:9]=2[CH:10]=1)=[N+]=[N-].C1(P(C2C=CC=CC=2)C2C=CC=CC=2)C=CC=CC=1.O, predict the reaction product. The product is: [Br:16][C:12]1[CH:13]=[C:14]([Cl:15])[C:8]2[O:7][C:6]([CH2:5][CH2:4][NH2:1])=[CH:10][C:9]=2[CH:11]=1. (6) Given the reactants [F:1][C:2]1[CH:7]=[CH:6][C:5]([C:8](=[O:21])[CH2:9][CH2:10][N:11]2[CH2:16][CH2:15][CH:14]([S:17]([CH3:20])(=[O:19])=[O:18])[CH2:13][CH2:12]2)=[C:4]([NH:22][C:23]2[CH:28]=[CH:27][CH:26]=[CH:25][CH:24]=2)[CH:3]=1.C[Si]([N-][Si](C)(C)C)(C)C.[Na+].[CH3:39][O:40][C:41](=[O:45])[C:42](Cl)=O, predict the reaction product. The product is: [CH3:39][O:40][C:41]([C:42]1[N:22]([C:23]2[CH:24]=[CH:25][CH:26]=[CH:27][CH:28]=2)[C:4]2[C:5]([C:8](=[O:21])[C:9]=1[CH2:10][N:11]1[CH2:16][CH2:15][CH:14]([S:17]([CH3:20])(=[O:18])=[O:19])[CH2:13][CH2:12]1)=[CH:6][CH:7]=[C:2]([F:1])[CH:3]=2)=[O:45]. (7) The product is: [Si:12]([O:11][CH2:10][CH2:9][CH:8]([N:5]1[CH:6]=[CH:7][C:2]([NH:1][C:41](=[O:48])[C:42]2[CH:47]=[CH:46][CH:45]=[CH:44][CH:43]=2)=[N:3][C:4]1=[O:40])[CH2:19][O:20][C:21]([C:34]1[CH:39]=[CH:38][CH:37]=[CH:36][CH:35]=1)([C:28]1[CH:29]=[CH:30][CH:31]=[CH:32][CH:33]=1)[C:22]1[CH:23]=[CH:24][CH:25]=[CH:26][CH:27]=1)([C:15]([CH3:16])([CH3:18])[CH3:17])([CH3:13])[CH3:14]. Given the reactants [NH2:1][C:2]1[CH:7]=[CH:6][N:5]([CH:8]([CH2:19][O:20][C:21]([C:34]2[CH:39]=[CH:38][CH:37]=[CH:36][CH:35]=2)([C:28]2[CH:33]=[CH:32][CH:31]=[CH:30][CH:29]=2)[C:22]2[CH:27]=[CH:26][CH:25]=[CH:24][CH:23]=2)[CH2:9][CH2:10][O:11][Si:12]([C:15]([CH3:18])([CH3:17])[CH3:16])([CH3:14])[CH3:13])[C:4](=[O:40])[N:3]=1.[C:41](Cl)(=[O:48])[C:42]1[CH:47]=[CH:46][CH:45]=[CH:44][CH:43]=1, predict the reaction product.